From a dataset of NCI-60 drug combinations with 297,098 pairs across 59 cell lines. Regression. Given two drug SMILES strings and cell line genomic features, predict the synergy score measuring deviation from expected non-interaction effect. Drug 1: CNC(=O)C1=CC=CC=C1SC2=CC3=C(C=C2)C(=NN3)C=CC4=CC=CC=N4. Drug 2: C1CN(P(=O)(OC1)NCCCl)CCCl. Cell line: EKVX. Synergy scores: CSS=4.70, Synergy_ZIP=-0.276, Synergy_Bliss=1.17, Synergy_Loewe=-5.40, Synergy_HSA=-0.0202.